Dataset: Reaction yield outcomes from USPTO patents with 853,638 reactions. Task: Predict the reaction yield, written as a fraction of the theoretical maximum amount of product (1.0 means a 100% yield; for example, 0.34 means a 34% yield). (1) The reactants are [CH2:1]([N:4]1[C:9](=[O:10])[CH:8]=[C:7]([NH:11][C:12]2[CH:17]=[CH:16][C:15]([I:18])=[CH:14][C:13]=2[F:19])[C:6]([C:20]([NH2:22])=[O:21])=[CH:5]1)[CH:2]=C.[C:23]([O-:26])([O-])=O.[K+].[K+].C1N2CCN(CC2)C1.[O-:37]S(S([O-])=O)=O.[Na+].[Na+]. The catalyst is C(O)(C)(C)C.O.O=[Os](=O)(=O)=O. The product is [OH:37][CH:2]([CH2:23][OH:26])[CH2:1][N:4]1[C:9](=[O:10])[CH:8]=[C:7]([NH:11][C:12]2[CH:17]=[CH:16][C:15]([I:18])=[CH:14][C:13]=2[F:19])[C:6]([C:20]([NH2:22])=[O:21])=[CH:5]1. The yield is 0.720. (2) The reactants are [CH:1]1([N:6]2[C:10]3[N:11]=[C:12]([C:28]4[CH2:29][C:30]([CH3:37])([CH3:36])[NH:31][C:32]([CH3:35])([CH3:34])[CH:33]=4)[CH:13]=[C:14]([C:15]([NH:17][CH2:18][C:19]4[C:20](=[O:27])[NH:21][C:22]([CH3:26])=[CH:23][C:24]=4[CH3:25])=[O:16])[C:9]=3[CH:8]=[N:7]2)[CH2:5][CH2:4][CH2:3][CH2:2]1. The catalyst is CCO.[Pd]. The product is [CH:1]1([N:6]2[C:10]3[N:11]=[C:12]([CH:28]4[CH2:33][C:32]([CH3:35])([CH3:34])[NH:31][C:30]([CH3:37])([CH3:36])[CH2:29]4)[CH:13]=[C:14]([C:15]([NH:17][CH2:18][C:19]4[C:20](=[O:27])[NH:21][C:22]([CH3:26])=[CH:23][C:24]=4[CH3:25])=[O:16])[C:9]=3[CH:8]=[N:7]2)[CH2:2][CH2:3][CH2:4][CH2:5]1. The yield is 0.750. (3) The reactants are O.[CH3:2][Si:3]([CH3:17])([CH3:16])[C:4]1[CH:9]=[CH:8][C:7]([C:10]#[C:11][Si](C)(C)C)=[CH:6][CH:5]=1.[Cl-].[Na+]. The catalyst is CC(C)=O.[N+]([O-])([O-])=O.[Ag+]. The product is [C:10]([C:7]1[CH:8]=[CH:9][C:4]([Si:3]([CH3:16])([CH3:2])[CH3:17])=[CH:5][CH:6]=1)#[CH:11]. The yield is 0.860. (4) The yield is 0.750. The reactants are [O:1]1[C:5]2[CH:6]=[CH:7][C:8](B(O)O)=[CH:9][C:4]=2[CH2:3][CH2:2]1.Br[C:14]1[CH:19]=[CH:18][CH:17]=[CH:16][C:15]=1[CH2:20][NH:21][S:22]([C:25]1[CH:30]=[CH:29][CH:28]=[CH:27][C:26]=1[O:31][CH3:32])(=[O:24])=[O:23].C([O-])([O-])=O.[Na+].[Na+]. The product is [O:1]1[CH2:2][CH2:3][C:4]2[CH:9]=[C:8]([C:14]3[CH:19]=[CH:18][CH:17]=[CH:16][C:15]=3[CH2:20][NH:21][S:22]([C:25]3[CH:30]=[CH:29][CH:28]=[CH:27][C:26]=3[O:31][CH3:32])(=[O:24])=[O:23])[CH:7]=[CH:6][C:5]1=2. The catalyst is C1C=CC(P(C2C=CC=CC=2)C2C=CC=CC=2)=CC=1.C1C=CC(P(C2C=CC=CC=2)C2C=CC=CC=2)=CC=1.Cl[Pd]Cl.C(#N)C.